Task: Predict the product of the given reaction.. Dataset: Forward reaction prediction with 1.9M reactions from USPTO patents (1976-2016) (1) Given the reactants [Cl:1][C:2]1[CH:10]=[C:9]([C:11]([F:14])([F:13])[F:12])[CH:8]=[CH:7][C:3]=1[C:4]([OH:6])=O.C([O:17][C:18](=[O:40])[CH2:19][CH2:20][C:21]1[CH:26]=[CH:25][C:24]([O:27][C:28]2[CH:33]=[C:32]([CH3:34])[CH:31]=[C:30]([CH:35]([NH2:37])[CH3:36])[CH:29]=2)=[CH:23][C:22]=1[CH2:38][CH3:39])C, predict the reaction product. The product is: [Cl:1][C:2]1[CH:10]=[C:9]([C:11]([F:14])([F:13])[F:12])[CH:8]=[CH:7][C:3]=1[C:4]([NH:37][CH:35]([C:30]1[CH:29]=[C:28]([CH:33]=[C:32]([CH3:34])[CH:31]=1)[O:27][C:24]1[CH:25]=[CH:26][C:21]([CH2:20][CH2:19][C:18]([OH:40])=[O:17])=[C:22]([CH2:38][CH3:39])[CH:23]=1)[CH3:36])=[O:6]. (2) Given the reactants [N:1]([C:3]([CH3:10])([CH3:9])[CH2:4][C:5]([CH3:8])([CH3:7])[CH3:6])=[O:2].N([C:13]1([C:19]#[N:20])[CH2:18][CH2:17][CH2:16][CH2:15][CH2:14]1)=N[C:13]1([C:19]#[N:20])[CH2:18][CH2:17][CH2:16][CH2:15][CH2:14]1, predict the reaction product. The product is: [CH3:9][C:3]([N:1]([C:13]1([C:19]#[N:20])[CH2:18][CH2:17][CH2:16][CH2:15][CH2:14]1)[O:2][C:13]1([C:19]#[N:20])[CH2:18][CH2:17][CH2:16][CH2:15][CH2:14]1)([CH3:10])[CH2:4][C:5]([CH3:8])([CH3:7])[CH3:6]. (3) Given the reactants Cl[C:2]1[CH:7]=[C:6]([O:8][CH3:9])[C:5]([N+:10]([O-:12])=[O:11])=[CH:4][N:3]=1.[CH:13]1(B(O)O)[CH2:15][CH2:14]1.C(=O)([O-])[O-].[Cs+].[Cs+], predict the reaction product. The product is: [CH:13]1([C:2]2[CH:7]=[C:6]([O:8][CH3:9])[C:5]([N+:10]([O-:12])=[O:11])=[CH:4][N:3]=2)[CH2:15][CH2:14]1. (4) Given the reactants Cl.[NH:2]1[CH2:6][CH:5]=[CH:4][C@H:3]1[C:7]([O:9][CH3:10])=[O:8].C(N(CC)CC)C.[F:18][C:19]1[CH:24]=[CH:23][C:22]([S:25](Cl)(=[O:27])=[O:26])=[CH:21][CH:20]=1, predict the reaction product. The product is: [F:18][C:19]1[CH:24]=[CH:23][C:22]([S:25]([N:2]2[CH2:6][CH:5]=[CH:4][C@H:3]2[C:7]([O:9][CH3:10])=[O:8])(=[O:27])=[O:26])=[CH:21][CH:20]=1. (5) Given the reactants [Br:1][C:2]1[CH:10]=[C:9]2[C:5]([CH:6]=[N:7][N:8]2[CH3:11])=[C:4]([C:12]2[NH:16][N:15]=NN=2)[CH:3]=1.[Cl:17][CH2:18][C:19](Cl)=[O:20], predict the reaction product. The product is: [Br:1][C:2]1[CH:10]=[C:9]2[C:5]([CH:6]=[N:7][N:8]2[CH3:11])=[C:4]([C:12]2[O:20][C:19]([CH2:18][Cl:17])=[N:15][N:16]=2)[CH:3]=1. (6) Given the reactants C(OC([N:8]1[CH2:17][CH2:16][C:15]2[C:11](=[C:12](OS(C(F)(F)F)(=O)=O)[N:13]([C:18]3[CH:23]=[CH:22][CH:21]=[CH:20][CH:19]=3)[N:14]=2)[CH2:10][CH2:9]1)=O)(C)(C)C.[Cl:32][C:33]1[CH:38]=[CH:37][C:36](B(O)O)=[CH:35][CH:34]=1, predict the reaction product. The product is: [Cl:32][C:33]1[CH:38]=[CH:37][C:36]([C:12]2[N:13]([C:18]3[CH:19]=[CH:20][CH:21]=[CH:22][CH:23]=3)[N:14]=[C:15]3[C:11]=2[CH2:10][CH2:9][NH:8][CH2:17][CH2:16]3)=[CH:35][CH:34]=1. (7) Given the reactants [NH2:1][C:2]1[CH:7]=[CH:6][CH:5]=[CH:4][N:3]=1.[F:8][C:9]([F:16])([F:15])[C:10]([O:12]CC)=O.C(=O)([O-])[O-].[K+].[K+].[Cl:23][C:24]1[CH:29]=[CH:28][C:27]([CH2:30]Cl)=[CH:26][N:25]=1, predict the reaction product. The product is: [Cl:23][C:24]1[N:25]=[CH:26][C:27]([CH2:30][N:3]2[CH:4]=[CH:5][CH:6]=[CH:7][C:2]2=[N:1][C:10](=[O:12])[C:9]([F:8])([F:15])[F:16])=[CH:28][CH:29]=1.